This data is from hERG potassium channel inhibition data for cardiac toxicity prediction from Karim et al.. The task is: Regression/Classification. Given a drug SMILES string, predict its toxicity properties. Task type varies by dataset: regression for continuous values (e.g., LD50, hERG inhibition percentage) or binary classification for toxic/non-toxic outcomes (e.g., AMES mutagenicity, cardiotoxicity, hepatotoxicity). Dataset: herg_karim. The molecule is Cc1ccc([C@@]23C[C@@H]2CN(CCCSc2nnc(-c4ocnc4C)n2C)C3)c(F)c1. The result is 1 (blocker).